Dataset: Reaction yield outcomes from USPTO patents with 853,638 reactions. Task: Predict the reaction yield, written as a fraction of the theoretical maximum amount of product (1.0 means a 100% yield; for example, 0.34 means a 34% yield). The reactants are [C:1](=[NH:21])([O:3][CH2:4][CH2:5][C:6]1[CH:11]=[CH:10][C:9]([O:12][C:13]2[CH:18]=[CH:17][C:16]([Cl:19])=[C:15]([CH3:20])[CH:14]=2)=[CH:8][CH:7]=1)[NH2:2].[CH:22]([CH:24]([CH2:29][C:30]1[CH:31]=[N:32][N:33]([CH3:35])[CH:34]=1)[C:25](OC)=O)=[O:23].C([O-])([O-])=O.[K+].[K+]. The catalyst is CN1C(=O)CCC1. The product is [Cl:19][C:16]1[CH:17]=[CH:18][C:13]([O:12][C:9]2[CH:8]=[CH:7][C:6]([CH2:5][CH2:4][O:3][C:1]3[NH:2][CH:25]=[C:24]([CH2:29][C:30]4[CH:31]=[N:32][N:33]([CH3:35])[CH:34]=4)[C:22](=[O:23])[N:21]=3)=[CH:11][CH:10]=2)=[CH:14][C:15]=1[CH3:20]. The yield is 0.0556.